Dataset: Peptide-MHC class I binding affinity with 185,985 pairs from IEDB/IMGT. Task: Regression. Given a peptide amino acid sequence and an MHC pseudo amino acid sequence, predict their binding affinity value. This is MHC class I binding data. (1) The peptide sequence is PTDMLKLFT. The MHC is HLA-A02:02 with pseudo-sequence HLA-A02:02. The binding affinity (normalized) is 0.0499. (2) The peptide sequence is AVLAFVALI. The MHC is HLA-A02:01 with pseudo-sequence HLA-A02:01. The binding affinity (normalized) is 0.568.